Dataset: Forward reaction prediction with 1.9M reactions from USPTO patents (1976-2016). Task: Predict the product of the given reaction. (1) The product is: [CH:2]([C@H:3]1[CH2:8][C@@H:7]2[C@@H:5]([CH2:6]2)[N:4]1[C:9]([O:11][C:12]([CH3:15])([CH3:14])[CH3:13])=[O:10])=[O:1]. Given the reactants [OH:1][CH2:2][C@H:3]1[CH2:8][C@@H:7]2[C@@H:5]([CH2:6]2)[N:4]1[C:9]([O:11][C:12]([CH3:15])([CH3:14])[CH3:13])=[O:10].C(N(CC)CC)C.N1C=CC=CC=1.S(=O)(=O)=O.Cl, predict the reaction product. (2) Given the reactants [BH4-].[Na+].[CH3:3][C:4]1[C:9]([N+:10]([O-:12])=[O:11])=[CH:8][CH:7]=[CH:6][C:5]=1[C:13](=[O:20])[CH2:14][C:15]([O:17][CH2:18][CH3:19])=[O:16], predict the reaction product. The product is: [CH3:3][C:4]1[C:9]([N+:10]([O-:12])=[O:11])=[CH:8][CH:7]=[CH:6][C:5]=1[CH:13]([OH:20])[CH2:14][C:15]([O:17][CH2:18][CH3:19])=[O:16]. (3) Given the reactants C(=O)([O-])[O-:2].[Ca+2:5].[CH3:6][CH:7]([C:9]1[N:13]([CH2:14][CH2:15][C@@H:16]([OH:24])[CH2:17][C@@H:18]([OH:23])[CH2:19][C:20]([OH:22])=[O:21])[C:12]([C:25]2[CH:26]=[CH:27][C:28]([F:31])=[CH:29][CH:30]=2)=[C:11]([C:32]2[CH:33]=[CH:34][CH:35]=[CH:36][CH:37]=2)[C:10]=1[C:38]([NH:40][C:41]1[CH:42]=[CH:43][CH:44]=[CH:45][CH:46]=1)=[O:39])[CH3:8], predict the reaction product. The product is: [CH3:8][CH:7]([C:9]1[N:13]([CH2:14][CH2:15][C@@H:16]([OH:24])[CH2:17][C@@H:18]([OH:23])[CH2:19][C:20]([O-:22])=[O:21])[C:12]([C:25]2[CH:26]=[CH:27][C:28]([F:31])=[CH:29][CH:30]=2)=[C:11]([C:32]2[CH:33]=[CH:34][CH:35]=[CH:36][CH:37]=2)[C:10]=1[C:38]([NH:40][C:41]1[CH:42]=[CH:43][CH:44]=[CH:45][CH:46]=1)=[O:39])[CH3:6].[CH3:8][CH:7]([C:9]1[N:13]([CH2:14][CH2:15][C@@H:16]([OH:24])[CH2:17][C@@H:18]([OH:23])[CH2:19][C:20]([O-:22])=[O:21])[C:12]([C:25]2[CH:26]=[CH:27][C:28]([F:31])=[CH:29][CH:30]=2)=[C:11]([C:32]2[CH:33]=[CH:34][CH:35]=[CH:36][CH:37]=2)[C:10]=1[C:38]([NH:40][C:41]1[CH:42]=[CH:43][CH:44]=[CH:45][CH:46]=1)=[O:39])[CH3:6].[OH2:2].[OH2:2].[OH2:2].[Ca+2:5]. (4) Given the reactants [OH:1][C:2]1[CH:11]=[C:10]2[C:5]([CH2:6][CH2:7][CH2:8][C:9]2=[O:12])=[CH:4][CH:3]=1.N(C(OC(C)C)=O)=NC(OC(C)C)=O.[C:27]1([CH2:33][CH2:34]O)[CH:32]=[CH:31][CH:30]=[CH:29][CH:28]=1.C1(P(C2C=CC=CC=2)C2C=CC=CC=2)C=CC=CC=1, predict the reaction product. The product is: [CH2:34]([O:1][C:2]1[CH:11]=[C:10]2[C:5]([CH2:6][CH2:7][CH2:8][C:9]2=[O:12])=[CH:4][CH:3]=1)[CH2:33][C:27]1[CH:32]=[CH:31][CH:30]=[CH:29][CH:28]=1. (5) Given the reactants [CH2:1]([N:8]1[C:13](=[O:14])[CH2:12][O:11][CH2:10][CH:9]1[C:15](O)=[O:16])[C:2]1[CH:7]=[CH:6][CH:5]=[CH:4][CH:3]=1.C(N(CC)CC)C.[BH4-].[Na+].Cl, predict the reaction product. The product is: [CH2:1]([N:8]1[CH:9]([CH2:15][OH:16])[CH2:10][O:11][CH2:12][C:13]1=[O:14])[C:2]1[CH:3]=[CH:4][CH:5]=[CH:6][CH:7]=1. (6) Given the reactants [C:1]([C:3]1[CH:4]=[CH:5][C:6]([NH:12][CH:13]2[CH2:17][CH2:16][CH2:15][CH2:14]2)=[C:7]([CH:11]=1)[C:8]([OH:10])=[O:9])#N.CCCCCC.[H-].C([Al+]CC(C)C)C(C)C.[O:34]1CCCC1, predict the reaction product. The product is: [CH:13]1([NH:12][C:6]2[CH:5]=[CH:4][C:3]([CH:1]=[O:34])=[CH:11][C:7]=2[C:8]([OH:10])=[O:9])[CH2:17][CH2:16][CH2:15][CH2:14]1. (7) Given the reactants C(OC([N:8]([C:18]1[N:19]=[C:20]2[CH:25]=[CH:24][C:23]([C:26]([F:29])([F:28])[F:27])=[CH:22][N:21]2[C:30]=1[CH3:31])[S:9]([C:12]1[CH:17]=[CH:16][CH:15]=[CH:14][CH:13]=1)(=[O:11])=[O:10])=O)(C)(C)C.FC(F)(F)C(O)=O, predict the reaction product. The product is: [CH3:31][C:30]1[N:21]2[CH:22]=[C:23]([C:26]([F:27])([F:28])[F:29])[CH:24]=[CH:25][C:20]2=[N:19][C:18]=1[NH:8][S:9]([C:12]1[CH:17]=[CH:16][CH:15]=[CH:14][CH:13]=1)(=[O:11])=[O:10].